This data is from Forward reaction prediction with 1.9M reactions from USPTO patents (1976-2016). The task is: Predict the product of the given reaction. (1) Given the reactants [OH-].[Na+].[CH:3]1([C:9]#[C:10][CH3:11])[CH2:8][CH2:7][CH2:6][CH2:5][CH2:4]1.[CH:12]1([C:15]#[CH:16])[CH2:14][CH2:13]1.[SiH2:17]([CH2:20][CH3:21])[CH2:18][CH3:19], predict the reaction product. The product is: [CH:3]1([CH2:9][C:10]#[C:11][Si:17]([C:16]#[C:15][CH:12]2[CH2:14][CH2:13]2)([CH2:20][CH3:21])[CH2:18][CH3:19])[CH2:8][CH2:7][CH2:6][CH2:5][CH2:4]1. (2) Given the reactants C(OC([N:8]1[CH2:13][CH2:12][CH:11]([N:14]2[C@H:18]([C:19]3[CH:24]=[CH:23][CH:22]=[CH:21][CH:20]=3)[CH2:17][N:16]([C:25](=[O:29])[N:26]([CH3:28])[CH3:27])[C:15]2=[O:30])[CH2:10][CH2:9]1)=O)(C)(C)C.C(O)(C(F)(F)F)=O, predict the reaction product. The product is: [CH3:27][N:26]([CH3:28])[C:25]([N:16]1[CH2:17][C@@H:18]([C:19]2[CH:24]=[CH:23][CH:22]=[CH:21][CH:20]=2)[N:14]([CH:11]2[CH2:12][CH2:13][NH:8][CH2:9][CH2:10]2)[C:15]1=[O:30])=[O:29]. (3) The product is: [C:33]([C:30]1[CH:29]=[CH:28][C:27]([NH:26][C:25]([N:11]2[CH:10]([CH2:9][OH:8])[CH2:15][N:14]3[N:16]=[C:17]([I:24])[C:18]([C:19]([OH:21])=[O:20])=[C:13]3[CH2:12]2)=[O:35])=[CH:32][CH:31]=1)#[N:34]. Given the reactants [Si]([O:8][CH2:9][CH:10]1[CH2:15][N:14]2[N:16]=[C:17]([I:24])[C:18]([C:19]([O:21]CC)=[O:20])=[C:13]2[CH2:12][N:11]1[C:25](=[O:35])[NH:26][C:27]1[CH:32]=[CH:31][C:30]([C:33]#[N:34])=[CH:29][CH:28]=1)(C(C)(C)C)(C)C.[Li+].[OH-], predict the reaction product. (4) Given the reactants [NH:1]1[CH:5]=[C:4]([C:6]2[C:7]([C:12]3[CH:17]=[CH:16][CH:15]=[CH:14][CH:13]=3)=[N:8][O:9][C:10]=2[CH3:11])[N:3]=[CH:2]1.[C:18]([C:20]1[CH:25]=[CH:24][C:23](B(O)O)=[CH:22][CH:21]=1)#[N:19], predict the reaction product. The product is: [CH3:11][C:10]1[O:9][N:8]=[C:7]([C:12]2[CH:13]=[CH:14][CH:15]=[CH:16][CH:17]=2)[C:6]=1[C:4]1[N:3]=[CH:2][N:1]([C:23]2[CH:24]=[CH:25][C:20]([C:18]#[N:19])=[CH:21][CH:22]=2)[CH:5]=1. (5) Given the reactants [S:1]1[CH:5]=[CH:4][C:3]([CH:6]=O)=[CH:2]1.[NH2:8][C:9]1[CH:13]=[CH:12][NH:11][N:10]=1.[F:14][C:15]([F:25])([F:24])[C:16](=O)[CH2:17][C:18]([O:20][CH2:21][CH3:22])=[O:19], predict the reaction product. The product is: [S:1]1[CH:5]=[CH:4][C:3]([CH:6]2[C:17]([C:18]([O:20][CH2:21][CH3:22])=[O:19])=[C:16]([C:15]([F:14])([F:24])[F:25])[NH:8][C:9]3=[N:10][NH:11][CH:12]=[C:13]23)=[CH:2]1. (6) Given the reactants [CH3:1][O:2][C:3]1[C:13]2[C:12]3[CH:14]=[CH:15][C:16]([N+:18]([O-])=O)=[CH:17][C:11]=3[CH2:10][O:9][CH2:8][C:7]=2[CH:6]=[C:5]([O:21][CH3:22])[C:4]=1[O:23][CH3:24], predict the reaction product. The product is: [CH3:22][O:21][C:5]1[C:4]([O:23][CH3:24])=[C:3]([O:2][CH3:1])[C:13]2[C:12]3[CH:14]=[CH:15][C:16]([NH2:18])=[CH:17][C:11]=3[CH2:10][O:9][CH2:8][C:7]=2[CH:6]=1. (7) Given the reactants [Cl:1][C:2]1[CH:3]=[C:4]([CH:6]=[CH:7][CH:8]=1)[NH2:5].[Br:9][C:10]1[S:14][C:13]2=[N:15][C:16]([C:18](O)=[O:19])=[CH:17][N:12]2[CH:11]=1, predict the reaction product. The product is: [Br:9][C:10]1[S:14][C:13]2=[N:15][C:16]([C:18]([NH:5][C:4]3[CH:6]=[CH:7][CH:8]=[C:2]([Cl:1])[CH:3]=3)=[O:19])=[CH:17][N:12]2[CH:11]=1. (8) Given the reactants C(OC([C:8]1([CH2:27][C@:26](CO)([N+:28]([O-:30])=[O:29])[CH:25]=[CH:24][CH:23]1[NH:33][C@H:34]1[CH2:38][CH2:37][NH:36][CH2:35]1)[C:9]([NH:11][CH2:12][C:13]1[CH:18]=[CH:17][C:16]([O:19][CH3:20])=[C:15]([O:21][CH3:22])[CH:14]=1)=[O:10])=O)(C)(C)C.Cl.[C:40](OCC)(=[O:42])C, predict the reaction product. The product is: [O:21]([C:15]1[CH:14]=[C:13]([CH:18]=[CH:17][C:16]=1[O:19][CH3:20])[CH2:12][NH:11][C:9](=[O:10])[C:8]1[CH:27]=[C:26]([N+:28]([O-:30])=[O:29])[CH:25]=[CH:24][C:23]=1[NH:33][C@H:34]1[CH2:38][C@@H:37]([CH2:40][OH:42])[NH:36][CH2:35]1)[CH3:22]. (9) Given the reactants [Cl-:1].[CH3:2][O:3][CH2:4][P+](C1C=CC=CC=1)(C1C=CC=CC=1)C1C=CC=CC=1.[CH3:24][Si](C)(C)[N-][Si](C)(C)C.[Li+].[CH2:34]([O:36][C:37]([C:39]1[N:40]=[C:41]([C:53]2[CH:58]=[CH:57][C:56]([Cl:59])=[CH:55][CH:54]=2)[N:42]([C:46]2[CH:51]=[CH:50][CH:49]=[CH:48][C:47]=2Cl)[C:43]=1C=O)=[O:38])[CH3:35], predict the reaction product. The product is: [CH2:34]([O:36][C:37]([C:39]1[N:40]=[C:41]([C:53]2[CH:58]=[CH:57][C:56]([Cl:59])=[CH:55][CH:54]=2)[N:42]([C:46]2[CH:47]=[CH:48][CH:49]=[CH:50][C:51]=2[Cl:1])[C:43]=1[CH:24]=[CH:4][O:3][CH3:2])=[O:38])[CH3:35].